From a dataset of Catalyst prediction with 721,799 reactions and 888 catalyst types from USPTO. Predict which catalyst facilitates the given reaction. Reactant: Cl.[NH2:2][C:3]1[CH:8]=[CH:7][C:6]([N:9]2[C:18](=[O:19])[C:17]3[C:12](=[CH:13][C:14](F)=[C:15]([F:20])[CH:16]=3)[NH:11][C:10]2=[O:22])=[CH:5][CH:4]=1.[CH3:23][NH2:24]. Product: [NH2:2][C:3]1[CH:8]=[CH:7][C:6]([N:9]2[C:18](=[O:19])[C:17]3[C:12](=[CH:13][C:14]([NH:24][CH3:23])=[C:15]([F:20])[CH:16]=3)[NH:11][C:10]2=[O:22])=[CH:5][CH:4]=1. The catalyst class is: 16.